Dataset: Forward reaction prediction with 1.9M reactions from USPTO patents (1976-2016). Task: Predict the product of the given reaction. (1) The product is: [CH:1]1([N:7]([CH2:17][CH:18]2[CH2:20][CH2:19]2)[C:8]2[N:13]=[CH:12][N:11]=[C:10]([C:14]([NH:21][C:22]3[CH:29]=[CH:28][C:25]([CH2:26][OH:27])=[CH:24][CH:23]=3)=[O:16])[CH:9]=2)[CH2:2][CH2:3][CH2:4][CH2:5][CH2:6]1. Given the reactants [CH:1]1([N:7]([CH2:17][CH:18]2[CH2:20][CH2:19]2)[C:8]2[N:13]=[CH:12][N:11]=[C:10]([C:14]([OH:16])=O)[CH:9]=2)[CH2:6][CH2:5][CH2:4][CH2:3][CH2:2]1.[NH2:21][C:22]1[CH:29]=[CH:28][C:25]([CH2:26][OH:27])=[CH:24][CH:23]=1.C(N(CC)CC)C.C(Cl)Cl, predict the reaction product. (2) Given the reactants C(OC([N:8]1[CH2:13][CH2:12][CH:11]([CH2:14][CH2:15][O:16][CH2:17][C:18]2[CH:23]=[CH:22][C:21]([F:24])=[CH:20][CH:19]=2)[CH2:10][CH2:9]1)=O)(C)(C)C.Cl.CCOCC, predict the reaction product. The product is: [F:24][C:21]1[CH:20]=[CH:19][C:18]([CH2:17][O:16][CH2:15][CH2:14][CH:11]2[CH2:12][CH2:13][NH:8][CH2:9][CH2:10]2)=[CH:23][CH:22]=1. (3) Given the reactants [F:1][C:2]1[C:7]2[O:8][CH2:9][CH2:10][O:11][C:6]=2[CH:5]=[C:4]([CH2:12][C:13]#[N:14])[CH:3]=1.[H-].[Na+].[C:17](OCC)(=[O:19])[CH3:18].O, predict the reaction product. The product is: [F:1][C:2]1[C:7]2[O:8][CH2:9][CH2:10][O:11][C:6]=2[CH:5]=[C:4]([CH:12]([C:17](=[O:19])[CH3:18])[C:13]#[N:14])[CH:3]=1. (4) Given the reactants Cl.[NH2:2][CH2:3][CH2:4][C:5]1[C:13]2[S:12][C:11](=[O:14])[NH:10][C:9]=2[C:8]([OH:15])=[CH:7][CH:6]=1.[OH-].[Na+].[CH2:18]([N:20]([CH2:44][CH3:45])[CH2:21][CH2:22][N:23]([CH2:41][CH:42]=O)[C:24](=[O:40])[CH2:25][CH2:26][O:27][CH2:28][CH2:29][C:30]1[C:39]2[C:34](=[CH:35][CH:36]=[CH:37][CH:38]=2)[CH:33]=[CH:32][CH:31]=1)[CH3:19].C(O[BH-](OC(=O)C)OC(=O)C)(=O)C.[Na+].[BrH:60], predict the reaction product. The product is: [BrH:60].[BrH:60].[CH2:44]([N:20]([CH2:18][CH3:19])[CH2:21][CH2:22][N:23]([CH2:41][CH2:42][NH:2][CH2:3][CH2:4][C:5]1[C:13]2[S:12][C:11](=[O:14])[NH:10][C:9]=2[C:8]([OH:15])=[CH:7][CH:6]=1)[C:24](=[O:40])[CH2:25][CH2:26][O:27][CH2:28][CH2:29][C:30]1[C:39]2[C:34](=[CH:35][CH:36]=[CH:37][CH:38]=2)[CH:33]=[CH:32][CH:31]=1)[CH3:45]. (5) Given the reactants O[C:2]1[C:14]2[C:13]3[CH:12]=[CH:11][C:10]([C:15]([F:18])([F:17])[F:16])=[CH:9][C:8]=3[NH:7][C:6]=2[C:5]([C:19]#[N:20])=[CH:4][N:3]=1.O=P(Cl)(Cl)[Cl:23].C([O-])(O)=O.[Na+], predict the reaction product. The product is: [Cl:23][C:2]1[C:14]2[C:13]3[CH:12]=[CH:11][C:10]([C:15]([F:18])([F:17])[F:16])=[CH:9][C:8]=3[NH:7][C:6]=2[C:5]([C:19]#[N:20])=[CH:4][N:3]=1.